From a dataset of Full USPTO retrosynthesis dataset with 1.9M reactions from patents (1976-2016). Predict the reactants needed to synthesize the given product. (1) Given the product [F:39][C:26]([F:38])([C:27]([CH3:28])([OH:30])[CH3:29])[CH:25]([C:40]1[S:41][C:42]([C:2]2[CH:7]=[CH:6][N:5]=[C:4]([NH:8][CH:9]3[CH2:14][C:13]([CH3:16])([CH3:15])[NH:12][C:11]([CH3:18])([CH3:17])[CH2:10]3)[N:3]=2)=[CH:43][CH:44]=1)[OH:24], predict the reactants needed to synthesize it. The reactants are: Cl[C:2]1[CH:7]=[CH:6][N:5]=[C:4]([NH:8][CH:9]2[CH2:14][C:13]([CH3:16])([CH3:15])[NH:12][C:11]([CH3:18])([CH3:17])[CH2:10]2)[N:3]=1.C([Si](C)(C)[O:24][CH:25]([C:40]1[S:41][CH:42]=[CH:43][CH:44]=1)[C:26]([F:39])([F:38])[C:27]([O:30][Si](C(C)(C)C)(C)C)([CH3:29])[CH3:28])(C)(C)C.CCCC[N+](CCCC)(CCCC)CCCC.[F-]. (2) The reactants are: [N:1]1([C:7]2[N:12]=[CH:11][NH:10][C:9](=[O:13])[CH:8]=2)[CH2:6][CH2:5][NH:4][CH2:3][CH2:2]1.[C:14]([C:18]1[C:19]([OH:26])=[C:20]([CH:23]=[CH:24][CH:25]=1)[CH:21]=O)([CH3:17])([CH3:16])[CH3:15]. Given the product [C:14]([C:18]1[C:19]([OH:26])=[C:20]([CH:23]=[CH:24][CH:25]=1)[CH2:21][N:4]1[CH2:5][CH2:6][N:1]([C:7]2[N:12]=[CH:11][NH:10][C:9](=[O:13])[CH:8]=2)[CH2:2][CH2:3]1)([CH3:17])([CH3:15])[CH3:16], predict the reactants needed to synthesize it. (3) Given the product [NH:13]1[C:14]2[CH:19]=[CH:18][CH:17]=[CH:16][C:15]=2[N:11]=[C:12]1[C@H:8]([NH:9][C:10](=[O:20])[NH:23][C@@H:24]1[CH2:28][CH2:27][N:26]([C:29]([O:31][C:32]([CH3:35])([CH3:34])[CH3:33])=[O:30])[CH2:25]1)[CH2:7][C:6]1[CH:21]=[CH:22][C:3]([O:2][CH3:1])=[CH:4][CH:5]=1, predict the reactants needed to synthesize it. The reactants are: [CH3:1][O:2][C:3]1[CH:22]=[CH:21][C:6]([CH2:7][C@@H:8]2[C:12]3=[N:13][C:14]4[CH:19]=[CH:18][CH:17]=[CH:16][C:15]=4[N:11]3[C:10](=[O:20])[NH:9]2)=[CH:5][CH:4]=1.[NH2:23][C@@H:24]1[CH2:28][CH2:27][N:26]([C:29]([O:31][C:32]([CH3:35])([CH3:34])[CH3:33])=[O:30])[CH2:25]1.C(O)(C(F)(F)F)=O. (4) The reactants are: [C:1]([O:5][C:6](=[O:40])[C@@H:7]([NH:11][C:12]([C@H:14]1[C@H:18]([C:19]2[CH:24]=[CH:23][CH:22]=[C:21]([Cl:25])[CH:20]=2)[C@:17]([C:28]2[CH:33]=[CH:32][C:31]([Cl:34])=[CH:30][CH:29]=2)([C:26]#[N:27])[C@H:16]([CH2:35][C:36]([CH3:39])([CH3:38])[CH3:37])[NH:15]1)=[O:13])[CH:8]([CH3:10])[CH3:9])(C)(C)C.C(OC(=O)[C@@H](NC([C@@H]1[C@@H](C2C=CC=C(Cl)C=2)[C@@](C2C=CC(Cl)=CC=2)(C#N)[C@@H](CC(C)(C)C)N1)=O)C(C)C)(C)(C)C.OS(O)(=O)=O. Given the product [CH3:1][O:5][C:6](=[O:40])[C@@H:7]([NH:11][C:12]([C@H:14]1[C@H:18]([C:19]2[CH:24]=[CH:23][CH:22]=[C:21]([Cl:25])[CH:20]=2)[C@:17]([C:28]2[CH:29]=[CH:30][C:31]([Cl:34])=[CH:32][CH:33]=2)([C:26]#[N:27])[C@H:16]([CH2:35][C:36]([CH3:37])([CH3:39])[CH3:38])[NH:15]1)=[O:13])[CH:8]([CH3:10])[CH3:9], predict the reactants needed to synthesize it. (5) Given the product [CH:1]1([NH:7][S:8]([C:11]2[C:20]3[C:15](=[CH:16][CH:17]=[CH:18][CH:19]=3)[C:14]([CH2:21][NH2:22])=[CH:13][CH:12]=2)(=[O:10])=[O:9])[CH2:2][CH2:3][CH2:4][CH2:5][CH2:6]1, predict the reactants needed to synthesize it. The reactants are: [CH:1]1([NH:7][S:8]([C:11]2[C:20]3[C:15](=[CH:16][CH:17]=[CH:18][CH:19]=3)[C:14]([CH2:21][N:22]3C(=O)C4C(=CC=CC=4)C3=O)=[CH:13][CH:12]=2)(=[O:10])=[O:9])[CH2:6][CH2:5][CH2:4][CH2:3][CH2:2]1.NN. (6) Given the product [BrH:20].[N:1]1[CH:6]=[CH:5][C:4]([CH2:7][O:8][C:9]2[CH:14]=[CH:13][C:12]3[NH:15][C:19]([NH2:18])=[N:16][C:11]=3[CH:10]=2)=[CH:3][CH:2]=1, predict the reactants needed to synthesize it. The reactants are: [N:1]1[CH:6]=[CH:5][C:4]([CH2:7][O:8][C:9]2[CH:10]=[C:11]([NH2:16])[C:12]([NH2:15])=[CH:13][CH:14]=2)=[CH:3][CH:2]=1.O.[N:18]#[C:19][Br:20]. (7) Given the product [Cl:8][C:6]1[N:5]=[C:4]([S:9][CH3:10])[N:3]=[C:2]([NH:21][CH2:20][CH2:19][C:13]2[CH:14]=[CH:15][C:16]([Cl:18])=[CH:17][C:12]=2[Cl:11])[CH:7]=1, predict the reactants needed to synthesize it. The reactants are: Cl[C:2]1[CH:7]=[C:6]([Cl:8])[N:5]=[C:4]([S:9][CH3:10])[N:3]=1.[Cl:11][C:12]1[CH:17]=[C:16]([Cl:18])[CH:15]=[CH:14][C:13]=1[CH2:19][CH2:20][NH2:21].C(=O)(O)[O-].[Na+].O. (8) Given the product [I:24][C:21]1[CH:22]=[CH:23][C:18]2[N:19]([CH:2]=[C:3]([C:5]3[C:6]([C:11]4[CH:16]=[CH:15][CH:14]=[CH:13][CH:12]=4)=[N:7][O:8][C:9]=3[CH3:10])[N:17]=2)[CH:20]=1, predict the reactants needed to synthesize it. The reactants are: Br[CH2:2][C:3]([C:5]1[C:6]([C:11]2[CH:16]=[CH:15][CH:14]=[CH:13][CH:12]=2)=[N:7][O:8][C:9]=1[CH3:10])=O.[NH2:17][C:18]1[CH:23]=[CH:22][C:21]([I:24])=[CH:20][N:19]=1.Br.C(N(CC)CC)C. (9) Given the product [O:16]1[C:20]2[CH:21]=[CH:22][CH:23]=[CH:24][C:19]=2[CH:18]=[C:17]1[C:25]([NH:27][C:28]1([C:34]([NH:1][CH:2]2[CH2:7][CH2:6][N:5]([C:8]([O:10][C:11]([CH3:12])([CH3:14])[CH3:13])=[O:9])[CH2:4][CH:3]2[OH:15])=[O:35])[CH2:33][CH2:32][CH2:31][CH2:30][CH2:29]1)=[O:26], predict the reactants needed to synthesize it. The reactants are: [NH2:1][CH:2]1[CH2:7][CH2:6][N:5]([C:8]([O:10][C:11]([CH3:14])([CH3:13])[CH3:12])=[O:9])[CH2:4][CH:3]1[OH:15].[O:16]1[C:20]2[CH:21]=[CH:22][CH:23]=[CH:24][C:19]=2[CH:18]=[C:17]1[C:25]([NH:27][C:28]1([C:34](O)=[O:35])[CH2:33][CH2:32][CH2:31][CH2:30][CH2:29]1)=[O:26].OC1C2N=NNC=2C=CC=1.C(N(C(C)C)CC)(C)C.Cl.CN(C)CCCN=C=NCC.